Predict the reactants needed to synthesize the given product. From a dataset of Full USPTO retrosynthesis dataset with 1.9M reactions from patents (1976-2016). (1) Given the product [Cl:36][C:37]1[C:38]2[CH:48]=[CH:47][CH:46]=[CH:45][C:39]=2[S:40][C:41]=1[C:42]([N:19]([CH2:18][C:12]1[CH:11]=[C:10]([C:7]2[CH:8]=[CH:9][C:4]([N:3]([CH:1]=[O:2])[CH3:35])=[CH:5][CH:6]=2)[CH:15]=[CH:14][C:13]=1[O:16][CH3:17])[CH:20]1[CH2:25][CH2:24][CH:23]([N:26]([CH3:34])[C:27](=[O:33])[O:28][C:29]([CH3:32])([CH3:30])[CH3:31])[CH2:22][CH2:21]1)=[O:43], predict the reactants needed to synthesize it. The reactants are: [CH:1]([N:3]([CH3:35])[C:4]1[CH:9]=[CH:8][C:7]([C:10]2[CH:15]=[CH:14][C:13]([O:16][CH3:17])=[C:12]([CH2:18][NH:19][CH:20]3[CH2:25][CH2:24][CH:23]([N:26]([CH3:34])[C:27](=[O:33])[O:28][C:29]([CH3:32])([CH3:31])[CH3:30])[CH2:22][CH2:21]3)[CH:11]=2)=[CH:6][CH:5]=1)=[O:2].[Cl:36][C:37]1[C:38]2[CH:48]=[CH:47][CH:46]=[CH:45][C:39]=2[S:40][C:41]=1[C:42](Cl)=[O:43]. (2) Given the product [ClH:24].[NH:13]1[CH2:14][CH2:15][CH2:16][C@H:11]([O:10][C:4]2[C:5]3[CH:9]=[CH:8][NH:7][C:6]=3[N:1]=[CH:2][N:3]=2)[CH2:12]1, predict the reactants needed to synthesize it. The reactants are: [N:1]1[C:6]2[NH:7][CH:8]=[CH:9][C:5]=2[C:4]([O:10][C@H:11]2[CH2:16][CH2:15][CH2:14][N:13](C(OC(C)(C)C)=O)[CH2:12]2)=[N:3][CH:2]=1.[ClH:24]. (3) Given the product [I:6][C:7]1[CH:14]=[CH:13][CH:12]=[CH:11][C:8]=1[CH2:9][N:1]1[CH:5]=[N:4][CH:3]=[N:2]1, predict the reactants needed to synthesize it. The reactants are: [NH:1]1[CH:5]=[N:4][CH:3]=[N:2]1.[I:6][C:7]1[CH:14]=[CH:13][CH:12]=[CH:11][C:8]=1[CH2:9]Br.C1CCN2C(=NCCC2)CC1. (4) Given the product [C:1]([O:4][CH2:5][C@H:6]([N:8]1[CH:17]=[CH:16][C:15]2[C:10](=[CH:11][CH:12]=[C:13]([CH3:19])[C:14]=2[NH:18][C:30](=[O:31])[CH2:29][C:22]2([OH:21])[CH2:28][CH2:27][CH2:26][CH2:25][CH2:24][CH2:23]2)[C:9]1=[O:20])[CH3:7])(=[O:3])[CH3:2], predict the reactants needed to synthesize it. The reactants are: [C:1]([O:4][CH2:5][C@H:6]([N:8]1[CH:17]=[CH:16][C:15]2[C:10](=[CH:11][CH:12]=[C:13]([CH3:19])[C:14]=2[NH2:18])[C:9]1=[O:20])[CH3:7])(=[O:3])[CH3:2].[OH:21][C:22]1([CH2:29][C:30](O)=[O:31])[CH2:28][CH2:27][CH2:26][CH2:25][CH2:24][CH2:23]1.C(N(CC)C(C)C)(C)C.CN(C)C=O.C(Cl)Cl. (5) Given the product [CH:11]([N:7]1[C:8]2[C:4](=[CH:3][C:2]([NH:1][S:41]([C:35]3[CH:40]=[CH:39][CH:38]=[CH:37][CH:36]=3)(=[O:43])=[O:42])=[CH:10][CH:9]=2)[C:5]([C:29]2[CH:34]=[CH:33][CH:32]=[CH:31][CH:30]=2)=[C:6]1[C:24]([OH:26])=[O:25])([C:18]1[CH:23]=[CH:22][CH:21]=[CH:20][CH:19]=1)[C:12]1[CH:13]=[CH:14][CH:15]=[CH:16][CH:17]=1, predict the reactants needed to synthesize it. The reactants are: [NH2:1][C:2]1[CH:3]=[C:4]2[C:8](=[CH:9][CH:10]=1)[N:7]([CH:11]([C:18]1[CH:23]=[CH:22][CH:21]=[CH:20][CH:19]=1)[C:12]1[CH:17]=[CH:16][CH:15]=[CH:14][CH:13]=1)[C:6]([C:24]([O:26]CC)=[O:25])=[C:5]2[C:29]1[CH:34]=[CH:33][CH:32]=[CH:31][CH:30]=1.[C:35]1([S:41](Cl)(=[O:43])=[O:42])[CH:40]=[CH:39][CH:38]=[CH:37][CH:36]=1. (6) Given the product [CH3:1][O:2][C:3]1[CH:4]=[C:5]([NH:11][C:12]2[C:13]([C:14]3[NH:37][C:34]([NH:33][C:27]4[CH:26]=[C:25]([O:24][CH3:23])[CH:30]=[C:29]([O:31][CH3:32])[CH:28]=4)=[N:17][N:16]=3)=[CH:18][CH:19]=[CH:20][N:21]=2)[CH:6]=[C:7]([O:9][CH3:10])[CH:8]=1, predict the reactants needed to synthesize it. The reactants are: [CH3:1][O:2][C:3]1[CH:4]=[C:5]([NH:11][C:12]2[N:21]=[CH:20][CH:19]=[CH:18][C:13]=2[C:14]([NH:16][NH2:17])=O)[CH:6]=[C:7]([O:9][CH3:10])[CH:8]=1.I.[CH3:23][O:24][C:25]1[CH:26]=[C:27]([NH:33][C:34](=[NH:37])SC)[CH:28]=[C:29]([O:31][CH3:32])[CH:30]=1. (7) Given the product [C:37]([O:41][C:42](=[O:51])[NH:43][C:44]1[CH:49]=[CH:48][CH:47]=[CH:46][C:45]=1[NH:50][C:18](=[O:20])/[CH:17]=[CH:16]/[C:13]1[CH:14]=[CH:15][N:11]([S:8]([C:4]2[CH:5]=[CH:6][CH:7]=[C:2]([Br:1])[CH:3]=2)(=[O:9])=[O:10])[CH:12]=1)([CH3:40])([CH3:38])[CH3:39], predict the reactants needed to synthesize it. The reactants are: [Br:1][C:2]1[CH:3]=[C:4]([S:8]([N:11]2[CH:15]=[CH:14][C:13](/[CH:16]=[CH:17]/[C:18]([OH:20])=O)=[CH:12]2)(=[O:10])=[O:9])[CH:5]=[CH:6][CH:7]=1.CN(C=O)C.C1C=CC2N(O)N=NC=2C=1.O.[C:37]([O:41][C:42](=[O:51])[NH:43][C:44]1[CH:49]=[CH:48][CH:47]=[CH:46][C:45]=1[NH2:50])([CH3:40])([CH3:39])[CH3:38]. (8) The reactants are: C1(P(C2CCCCC2)C2CCCCC2)CCCCC1.CCCCCC[CH2:26][CH2:27][CH2:28][CH2:29][CH2:30][CH2:31][CH3:32].C[Si](C)(C)O[C:36]1[CH:37]=[C:38]2[C:43](=[CH:44][CH:45]=1)[CH2:42][CH2:41][CH2:40][CH2:39]2.C1(C)C(C2C(C)=CC=CC=2)=CC=CC=1.CC1C=CC(O)=CC=1. Given the product [CH3:32][C:31]1[CH:26]=[CH:27][C:28]([C:36]2[CH:37]=[C:38]3[C:43](=[CH:44][CH:45]=2)[CH2:42][CH2:41][CH2:40][CH2:39]3)=[CH:29][CH:30]=1, predict the reactants needed to synthesize it.